Predict the product of the given reaction. From a dataset of Forward reaction prediction with 1.9M reactions from USPTO patents (1976-2016). Given the reactants [CH3:1][N:2]([CH3:24])[C:3]1[CH:8]=[C:7]([CH3:9])[N:6]=[C:5]([NH:10][CH:11]2[CH:15]([OH:16])[CH2:14][N:13](C(OC(C)(C)C)=O)[CH2:12]2)[N:4]=1.[ClH:25].C(OCC)C, predict the reaction product. The product is: [ClH:25].[ClH:25].[CH3:24][N:2]([CH3:1])[C:3]1[CH:8]=[C:7]([CH3:9])[N:6]=[C:5]([NH:10][CH:11]2[CH2:12][NH:13][CH2:14][CH:15]2[OH:16])[N:4]=1.